Dataset: Forward reaction prediction with 1.9M reactions from USPTO patents (1976-2016). Task: Predict the product of the given reaction. (1) Given the reactants Cl.[CH:2]12[O:9][CH:6]([CH2:7][CH2:8]1)[CH2:5][NH:4][CH2:3]2.[I:10][C:11]1[CH:16]=[CH:15][C:14](I)=[CH:13][CH:12]=1.[O-]P([O-])([O-])=O.[K+].[K+].[K+].C1C=CC2C(C3C(O)=CC=C4C=3C=CC=C4)=C(O)C=CC=2C=1, predict the reaction product. The product is: [I:10][C:11]1[CH:16]=[CH:15][C:14]([N:4]2[CH2:3][C@H:2]3[O:9][C@H:6]([CH2:7][CH2:8]3)[CH2:5]2)=[CH:13][CH:12]=1. (2) Given the reactants [CH2:1]([N:8]([CH2:12][Si](C)(C)C)[CH2:9]OC)[C:2]1[CH:7]=[CH:6][CH:5]=[CH:4][CH:3]=1.[F:17][C:18]([F:32])([F:31])[O:19][C:20]1[CH:25]=[CH:24][CH:23]=[C:22](/[CH:26]=[CH:27]/[N+:28]([O-:30])=[O:29])[CH:21]=1.C(O)(C(F)(F)F)=O, predict the reaction product. The product is: [CH2:1]([N:8]1[CH2:9][C@@H:27]([N+:28]([O-:30])=[O:29])[C@H:26]([C:22]2[CH:23]=[CH:24][CH:25]=[C:20]([O:19][C:18]([F:17])([F:31])[F:32])[CH:21]=2)[CH2:12]1)[C:2]1[CH:3]=[CH:4][CH:5]=[CH:6][CH:7]=1. (3) The product is: [CH2:1]([C:3]1[C:4]([C:15]2[S:25][C:18]3[N:19]([CH3:24])[C:20]([CH2:22][N:26]4[CH2:30][CH2:29][CH2:28][CH2:27]4)=[CH:21][C:17]=3[CH:16]=2)=[N:5][C:6]([O:13][CH3:14])=[C:7]([CH:12]=1)[C:8]([O:10][CH3:11])=[O:9])[CH3:2]. Given the reactants [CH2:1]([C:3]1[C:4]([C:15]2[S:25][C:18]3[N:19]([CH3:24])[C:20]([CH:22]=O)=[CH:21][C:17]=3[CH:16]=2)=[N:5][C:6]([O:13][CH3:14])=[C:7]([CH:12]=1)[C:8]([O:10][CH3:11])=[O:9])[CH3:2].[NH:26]1[CH2:30][CH2:29][CH2:28][CH2:27]1.CC(O)=O.[BH-](OC(C)=O)(OC(C)=O)OC(C)=O.[Na+], predict the reaction product. (4) The product is: [CH2:35]([N:20]([CH2:18][CH3:19])[CH2:21][CH2:22][NH:23][C:24]([C:26]1[C:30]([CH3:31])=[C:29]([CH:32]=[C:10]2[C:9]3[C:13](=[CH:14][CH:15]=[CH:16][C:8]=3[C:4]3[CH:5]=[CH:6][CH:7]=[C:2]([Br:1])[CH:3]=3)[NH:12][C:11]2=[O:17])[NH:28][C:27]=1[CH3:34])=[O:25])[CH3:36]. Given the reactants [Br:1][C:2]1[CH:3]=[C:4]([C:8]2[CH:16]=[CH:15][CH:14]=[C:13]3[C:9]=2[CH2:10][C:11](=[O:17])[NH:12]3)[CH:5]=[CH:6][CH:7]=1.[CH2:18]([N:20]([CH2:35][CH3:36])[CH2:21][CH2:22][NH:23][C:24]([C:26]1[C:30]([CH3:31])=[C:29]([CH:32]=O)[NH:28][C:27]=1[CH3:34])=[O:25])[CH3:19], predict the reaction product. (5) Given the reactants [Br:1][C:2]1[C:3]([N:23]2[CH2:27][CH2:26][CH2:25][C:24]2=[O:28])=[CH:4][C:5]2[O:9][C:8]([C:10]3[CH:15]=[CH:14][C:13]([F:16])=[CH:12][CH:11]=3)=[C:7]([C:17]([O:19]CC)=[O:18])[C:6]=2[CH:22]=1.[Li+].[OH-], predict the reaction product. The product is: [Br:1][C:2]1[C:3]([N:23]2[CH2:27][CH2:26][CH2:25][C:24]2=[O:28])=[CH:4][C:5]2[O:9][C:8]([C:10]3[CH:15]=[CH:14][C:13]([F:16])=[CH:12][CH:11]=3)=[C:7]([C:17]([OH:19])=[O:18])[C:6]=2[CH:22]=1.